From a dataset of NCI-60 drug combinations with 297,098 pairs across 59 cell lines. Regression. Given two drug SMILES strings and cell line genomic features, predict the synergy score measuring deviation from expected non-interaction effect. (1) Drug 2: CC(C)(C#N)C1=CC(=CC(=C1)CN2C=NC=N2)C(C)(C)C#N. Cell line: CCRF-CEM. Drug 1: CC(CN1CC(=O)NC(=O)C1)N2CC(=O)NC(=O)C2. Synergy scores: CSS=61.1, Synergy_ZIP=-2.32, Synergy_Bliss=-0.778, Synergy_Loewe=0.850, Synergy_HSA=0.585. (2) Drug 1: C1CCC(CC1)NC(=O)N(CCCl)N=O. Drug 2: CN(CCCl)CCCl.Cl. Cell line: NCI-H522. Synergy scores: CSS=27.1, Synergy_ZIP=-0.936, Synergy_Bliss=2.06, Synergy_Loewe=3.57, Synergy_HSA=5.01.